From a dataset of Experimentally validated miRNA-target interactions with 360,000+ pairs, plus equal number of negative samples. Binary Classification. Given a miRNA mature sequence and a target amino acid sequence, predict their likelihood of interaction. (1) The miRNA is hsa-miR-6760-5p with sequence CAGGGAGAAGGUGGAAGUGCAGA. The protein sequence of the target gene is MGDWSFLGNFLEEVHKHSTVVGKVWLTVLFIFRMLVLGTAAESSWGDEQADFRCDTIQPGCQNVCYDQAFPISHIRYWVLQIIFVSTPSLVYMGHAMHTVRMQEKRKLREAERAKEVRGSGSYEYPVAEKAELSCWEEGNGRIALQGTLLNTYVCSILIRTTMEVGFIVGQYFIYGIFLTTLHVCRRSPCPHPVNCYVSRPTEKNVFIVFMLAVAALSLLLSLAELYHLGWKKIRQRFVKPRQHMAKCQLSGPSVGIVQSCTPPPDFNQCLENGPGGKFFNPFSNNMASQQNTDNLVTEQ.... Result: 1 (interaction). (2) Result: 0 (no interaction). The protein sequence of the target gene is MAQTDKPTCIPPELPKMLKEFAKAAIRAQPQDLIQWGADYFEALSRGETPPVRERSERVALCNWAELTPELLKILHSQVAGRLIIRAEELAQMWKVVNLPTDLFNSVMNVGRFTEEIEWLKFLALACSALGVTITKTLKIVCEVLSCDHNGGLPRIPFSTFQFLYTYIAEVDGEICASHVSRMLNYIEQEVIGPDGLITVNDFTQNPRVWLE. The miRNA is hsa-miR-4525 with sequence GGGGGGAUGUGCAUGCUGGUU. (3) The miRNA is mmu-miR-299a-3p with sequence UAUGUGGGACGGUAAACCGCUU. The protein sequence of the target gene is MLPVLYTGLAGLLLLPLLLTCCCPYLLQDVRYFLRLANMARRVRSYRQRRPVRTILRAFLEQARKTPHKPFLLFRDETLTYAQVDRRSNQVARALHDQLGLRQGDCVALFMGNEPAYVWIWLGLLKLGCPMACLNYNIRAKSLLHCFQCCGAKVLLASPDLQEAVEEVLPTLKKDAVSVFYVSRTSNTNGVDTILDKVDGVSAEPTPESWRSEVTFTTPAVYIYTSGTTGLPKAATINHHRLWYGTGLAMSSGITAQDVIYTTMPLYHSAALMIGLHGCIVVGATLALRSKFSASQFWDD.... Result: 0 (no interaction).